From a dataset of Forward reaction prediction with 1.9M reactions from USPTO patents (1976-2016). Predict the product of the given reaction. (1) Given the reactants [CH3:1][C@H:2]1[CH2:6][CH2:5][CH2:4][N:3]1[C:7]1[C:8](OS(C(F)(F)F)(=O)=O)=[N:9][C:10]2[C:15]([N:16]=1)=[CH:14][C:13]([C:17]([O:19][CH3:20])=[O:18])=[CH:12][CH:11]=2.[F:29][C:30]1[CH:35]=[CH:34][C:33](B(O)O)=[C:32]([CH3:39])[CH:31]=1.[O-]P([O-])([O-])=O.[K+].[K+].[K+], predict the reaction product. The product is: [F:29][C:30]1[CH:35]=[CH:34][C:33]([C:8]2[C:7]([N:3]3[CH2:4][CH2:5][CH2:6][C@@H:2]3[CH3:1])=[N:16][C:15]3[C:10](=[CH:11][CH:12]=[C:13]([C:17]([O:19][CH3:20])=[O:18])[CH:14]=3)[N:9]=2)=[C:32]([CH3:39])[CH:31]=1. (2) Given the reactants [C:1]([NH:3][C@@H:4]1[CH2:9][CH2:8][CH2:7][CH2:6][C@@H:5]1[NH:10][C:11]1[C:20]2[C:15](=[CH:16][CH:17]=[C:18]([CH3:21])[CH:19]=2)[N:14]=[C:13]([C:22]([NH:24][CH2:25][CH2:26][O:27][CH3:28])=[O:23])[N:12]=1)#[N:2].Cl.[CH3:30][O:31][NH2:32].C(=O)([O-])[O-].[Na+].[Na+], predict the reaction product. The product is: [NH2:2][C:1]([NH:3][C@@H:4]1[CH2:9][CH2:8][CH2:7][CH2:6][C@@H:5]1[NH:10][C:11]1[C:20]2[C:15](=[CH:16][CH:17]=[C:18]([CH3:21])[CH:19]=2)[N:14]=[C:13]([C:22]([NH:24][CH2:25][CH2:26][O:27][CH3:28])=[O:23])[N:12]=1)=[N:32][O:31][CH3:30]. (3) Given the reactants [CH3:1][C:2]1[CH:7]=[C:6]([S:8](=[O:11])(=[O:10])[NH2:9])[CH:5]=[CH:4][C:3]=1[NH:12][C:13]([C:15]1[CH:20]=[C:19](Cl)[N:18]=[CH:17][N:16]=1)=[O:14].[CH2:22]([NH:25][CH:26]([CH3:28])[CH3:27])[CH2:23][CH3:24], predict the reaction product. The product is: [NH2:9][S:8]([C:6]1[CH:5]=[CH:4][C:3]([NH:12][C:13]([C:15]2[CH:20]=[C:19]([N:25]([CH:26]([CH3:28])[CH3:27])[CH2:22][CH2:23][CH3:24])[N:18]=[CH:17][N:16]=2)=[O:14])=[C:2]([CH3:1])[CH:7]=1)(=[O:11])=[O:10]. (4) Given the reactants Br[C:2]1[CH:20]=[CH:19][CH:18]=[C:17]([Cl:21])[C:3]=1[CH2:4][CH:5]1[CH2:9][CH2:8][N:7]([CH:10]2[CH2:15][CH2:14][CH2:13][CH2:12][CH2:11]2)[C:6]1=[O:16].C([O-])([O-])=O.[Cs+].[Cs+].C(=O)(O)[O-], predict the reaction product. The product is: [CH2:4]([C:2]1[CH:20]=[CH:19][CH:18]=[C:17]([Cl:21])[C:3]=1[CH2:4][CH:5]1[CH2:9][CH2:8][N:7]([CH:10]2[CH2:15][CH2:14][CH2:13][CH2:12][CH2:11]2)[C:6]1=[O:16])[C:3]1[CH:17]=[CH:18][CH:19]=[CH:20][CH:2]=1. (5) Given the reactants [S:1]([C:5]1[CH:13]=[CH:12][C:8]([C:9](O)=O)=[CH:7][CH:6]=1)(=[O:4])(=[O:3])[NH2:2].[CH2:14]([NH:18][C:19]([NH:21][NH2:22])=[S:20])[CH2:15][CH2:16][CH3:17].O=P(Cl)(Cl)Cl, predict the reaction product. The product is: [CH2:14]([NH:18][C:19]1[S:20][C:9]([C:8]2[CH:12]=[CH:13][C:5]([S:1]([NH2:2])(=[O:4])=[O:3])=[CH:6][CH:7]=2)=[N:22][N:21]=1)[CH2:15][CH2:16][CH3:17]. (6) The product is: [CH2:23]([O:30][C:31]1[CH:32]=[CH:33][C:34]([C:35]2[NH:8][C:7]3=[N:6][C:5]([O:9][CH:10]4[CH2:15][CH2:14][N:13]([C:16]([O:18][C:19]([CH3:22])([CH3:21])[CH3:20])=[O:17])[CH2:12][CH2:11]4)=[CH:4][CH:3]=[C:2]3[N:1]=2)=[CH:37][CH:38]=1)[C:24]1[CH:25]=[CH:26][CH:27]=[CH:28][CH:29]=1. Given the reactants [NH2:1][C:2]1[CH:3]=[CH:4][C:5]([O:9][CH:10]2[CH2:15][CH2:14][N:13]([C:16]([O:18][C:19]([CH3:22])([CH3:21])[CH3:20])=[O:17])[CH2:12][CH2:11]2)=[N:6][C:7]=1[NH2:8].[CH2:23]([O:30][C:31]1[CH:38]=[CH:37][C:34]([CH:35]=O)=[CH:33][CH:32]=1)[C:24]1[CH:29]=[CH:28][CH:27]=[CH:26][CH:25]=1.CO.C(OI(C1C=CC=CC=1)OC(=O)C)(=O)C, predict the reaction product. (7) Given the reactants C(OC([N:8]1[CH2:13][CH2:12][CH:11]([CH2:14][CH2:15][O:16][CH2:17][C:18]2[CH:23]=[CH:22][C:21]([C:24]([F:27])([F:26])[F:25])=[CH:20][CH:19]=2)[CH2:10][CH2:9]1)=O)(C)(C)C.Cl.CCOCC, predict the reaction product. The product is: [F:27][C:24]([F:25])([F:26])[C:21]1[CH:20]=[CH:19][C:18]([CH2:17][O:16][CH2:15][CH2:14][CH:11]2[CH2:12][CH2:13][NH:8][CH2:9][CH2:10]2)=[CH:23][CH:22]=1. (8) Given the reactants C([O:3][C:4](=[O:31])[CH:5]([C:17]1[CH:22]=[C:21]([O:23][CH2:24][CH3:25])[C:20]([O:26][CH2:27][CH2:28][OH:29])=[CH:19][C:18]=1[F:30])[NH:6][C:7]1[CH:12]=[CH:11][C:10]([C:13](=[NH:16])[NH:14][OH:15])=[CH:9][CH:8]=1)C.[OH-].[Na+:33].[ClH:34], predict the reaction product. The product is: [Cl-:34].[Na+:33].[CH2:24]([O:23][C:21]1[C:20]([O:26][CH2:27][CH2:28][OH:29])=[CH:19][C:18]([F:30])=[C:17]([CH:5]([NH:6][C:7]2[CH:8]=[CH:9][C:10]([C:13](=[NH:16])[NH:14][OH:15])=[CH:11][CH:12]=2)[C:4]([OH:31])=[O:3])[CH:22]=1)[CH3:25].